From a dataset of Full USPTO retrosynthesis dataset with 1.9M reactions from patents (1976-2016). Predict the reactants needed to synthesize the given product. (1) The reactants are: Br[C:2]1[CH:7]=[CH:6][C:5]([O:8][C:9]([F:15])([F:14])[C:10]([F:13])([F:12])[F:11])=[CH:4][CH:3]=1.[C:16](=[N:29][NH2:30])([C:23]1[CH:28]=[CH:27][CH:26]=[CH:25][CH:24]=1)[C:17]1[CH:22]=[CH:21][CH:20]=[CH:19][CH:18]=1.C1(P(C2C=CC=CC=2)C2C=CC3C(=CC=CC=3)C=2C2C3C(=CC=CC=3)C=CC=2P(C2C=CC=CC=2)C2C=CC=CC=2)C=CC=CC=1.O=O.CC(C)([O-])C.[Na+]. Given the product [C:17]1([C:16]([C:23]2[CH:28]=[CH:27][CH:26]=[CH:25][CH:24]=2)=[N:29][NH:30][C:2]2[CH:7]=[CH:6][C:5]([O:8][C:9]([F:15])([F:14])[C:10]([F:13])([F:12])[F:11])=[CH:4][CH:3]=2)[CH:18]=[CH:19][CH:20]=[CH:21][CH:22]=1, predict the reactants needed to synthesize it. (2) The reactants are: Br[C:2]1[CH:7]=[CH:6][C:5]([O:8][CH:9]2[CH2:12][CH2:11][CH2:10]2)=[CH:4][C:3]=1[F:13].[B:14]1([B:14]2[O:18][C:17]([CH3:20])([CH3:19])[C:16]([CH3:22])([CH3:21])[O:15]2)[O:18][C:17]([CH3:20])([CH3:19])[C:16]([CH3:22])([CH3:21])[O:15]1.C([O-])(=O)C.[K+].CCOC(C)=O. Given the product [CH:9]1([O:8][C:5]2[CH:6]=[CH:7][C:2]([B:14]3[O:18][C:17]([CH3:20])([CH3:19])[C:16]([CH3:22])([CH3:21])[O:15]3)=[C:3]([F:13])[CH:4]=2)[CH2:12][CH2:11][CH2:10]1, predict the reactants needed to synthesize it. (3) Given the product [N:18]1([S:21]([C:24]2[CH:25]=[CH:26][C:27]([NH:30][C:31](=[O:34])[CH:32]=[CH2:33])=[CH:28][CH:29]=2)(=[O:22])=[O:23])[CH2:17][CH2:16][NH:15][CH2:20][CH2:19]1, predict the reactants needed to synthesize it. The reactants are: FC(F)(F)C(O)=O.C(OC([N:15]1[CH2:20][CH2:19][N:18]([S:21]([C:24]2[CH:29]=[CH:28][C:27]([NH:30][C:31](=[O:34])[CH:32]=[CH2:33])=[CH:26][CH:25]=2)(=[O:23])=[O:22])[CH2:17][CH2:16]1)=O)(C)(C)C. (4) Given the product [Br:1][C:2]1[CH:12]=[C:11]([O:13][CH3:14])[C:10]([O:15][CH2:16][C:17]2[CH:22]=[CH:21][C:20]([O:23][CH3:24])=[CH:19][CH:18]=2)=[CH:9][C:3]=1[C:4]([OH:6])=[O:5], predict the reactants needed to synthesize it. The reactants are: [Br:1][C:2]1[CH:12]=[C:11]([O:13][CH3:14])[C:10]([O:15][CH2:16][C:17]2[CH:22]=[CH:21][C:20]([O:23][CH3:24])=[CH:19][CH:18]=2)=[CH:9][C:3]=1[C:4]([O:6]CC)=[O:5].O.CO. (5) Given the product [P:1]([O-:42])([O-:43])([O:3][CH2:4][O:5][C:6]1[CH:11]=[CH:10][CH:9]=[C:8]([C:12]2[N:13]=[C:14]3[N:18]([C:19]=2[C:20]2[CH:25]=[CH:24][N:23]=[C:22]([NH:26][C@@H:27]4[CH2:32][CH2:31][CH2:30][N:29]([S:33]([C:36]5[CH:40]=[CH:39][N:38]([CH3:41])[N:37]=5)(=[O:34])=[O:35])[CH2:28]4)[N:21]=2)[CH:17]=[CH:16][O:15]3)[CH:7]=1)=[O:2].[Na+:45].[Na+:45], predict the reactants needed to synthesize it. The reactants are: [P:1]([OH:43])([OH:42])([O:3][CH2:4][O:5][C:6]1[CH:11]=[CH:10][CH:9]=[C:8]([C:12]2[N:13]=[C:14]3[N:18]([C:19]=2[C:20]2[CH:25]=[CH:24][N:23]=[C:22]([NH:26][C@@H:27]4[CH2:32][CH2:31][CH2:30][N:29]([S:33]([C:36]5[CH:40]=[CH:39][N:38]([CH3:41])[N:37]=5)(=[O:35])=[O:34])[CH2:28]4)[N:21]=2)[CH:17]=[CH:16][O:15]3)[CH:7]=1)=[O:2].[OH-].[Na+:45].CC(C)=O.C(O)(C(F)(F)F)=O. (6) Given the product [CH3:60][O:61][C:62](=[O:76])[CH2:63][CH:64]([NH:75][C:14]([CH:13]1[CH2:17][CH2:18][CH2:19][N:12]1[C:10](=[O:11])[CH:2]([NH:1][C:20]([O:22][C:23]([CH3:26])([CH3:24])[CH3:25])=[O:21])[CH2:3][C:4]1[CH:9]=[CH:8][CH:7]=[CH:6][CH:5]=1)=[O:16])[CH2:65][C:66]1[CH:71]=[C:70]([F:72])[C:69]([F:73])=[CH:68][C:67]=1[F:74], predict the reactants needed to synthesize it. The reactants are: [NH:1]([C:20]([O:22][C:23]([CH3:26])([CH3:25])[CH3:24])=[O:21])[C@H:2]([C:10]([N:12]1[CH2:19][CH2:18][CH2:17][C@H:13]1[C:14]([OH:16])=O)=[O:11])[CH2:3][C:4]1[CH:9]=[CH:8][CH:7]=[CH:6][CH:5]=1.ON1C2C=CC=CC=2N=N1.C(N(C(CC)C)C(C)C)(C)C.CCN=C=NCCCN(C)C.Cl.[CH3:60][O:61][C:62](=[O:76])[CH2:63][CH:64]([NH2:75])[CH2:65][C:66]1[CH:71]=[C:70]([F:72])[C:69]([F:73])=[CH:68][C:67]=1[F:74]. (7) Given the product [N:44]([CH2:6][CH2:7][CH2:8][O:9][C:10]1[CH:15]=[C:14]([F:16])[C:13]([CH2:17][S:18][C:19]2[N:20]([C:36]3[CH:37]=[CH:38][C:39]([F:42])=[CH:40][CH:41]=3)[C:21]([C:24]([C:27]3[CH:32]=[CH:31][C:30]([F:33])=[C:29]([O:34][CH3:35])[CH:28]=3)([CH3:26])[CH3:25])=[CH:22][N:23]=2)=[C:12]([Cl:43])[CH:11]=1)=[N+:45]=[N-:46], predict the reactants needed to synthesize it. The reactants are: CS(O[CH2:6][CH2:7][CH2:8][O:9][C:10]1[CH:15]=[C:14]([F:16])[C:13]([CH2:17][S:18][C:19]2[N:20]([C:36]3[CH:41]=[CH:40][C:39]([F:42])=[CH:38][CH:37]=3)[C:21]([C:24]([C:27]3[CH:32]=[CH:31][C:30]([F:33])=[C:29]([O:34][CH3:35])[CH:28]=3)([CH3:26])[CH3:25])=[CH:22][N:23]=2)=[C:12]([Cl:43])[CH:11]=1)(=O)=O.[N-:44]=[N+:45]=[N-:46].[Na+]. (8) Given the product [CH3:12][O:13][C:14](=[O:31])[C:15]1[CH:20]=[C:19]([C:21]([C:23]2[CH:28]=[CH:27][C:26]([Br:29])=[CH:25][N:24]=2)=[O:22])[CH:18]=[CH:17][C:16]=1[F:30], predict the reactants needed to synthesize it. The reactants are: [Cr](Cl)([O-])(=O)=O.[NH+]1C=CC=CC=1.[CH3:12][O:13][C:14](=[O:31])[C:15]1[CH:20]=[C:19]([CH:21]([C:23]2[CH:28]=[CH:27][C:26]([Br:29])=[CH:25][N:24]=2)[OH:22])[CH:18]=[CH:17][C:16]=1[F:30]. (9) Given the product [Br:16][CH:11]1[CH2:12][CH2:13][CH2:14][CH:9]([C:4]2[CH:3]=[C:2]([F:1])[CH:7]=[C:6]([F:8])[CH:5]=2)[C:10]1=[O:15], predict the reactants needed to synthesize it. The reactants are: [F:1][C:2]1[CH:3]=[C:4]([CH:9]2[CH2:14][CH2:13][CH2:12][CH2:11][C:10]2=[O:15])[CH:5]=[C:6]([F:8])[CH:7]=1.[Br:16]Br. (10) Given the product [CH3:1][C:2]1([CH3:37])[CH2:7][N:6]([S:8]([C:11]2[C:16]([CH3:17])=[CH:15][C:14]([CH3:18])=[CH:13][C:12]=2[CH3:19])(=[O:10])=[O:9])[CH:5]([CH2:20][C:21]([NH:23][C@H:24]2[C:33]3[C:28](=[CH:29][C:30]([CH:34]=[O:35])=[CH:31][CH:32]=3)[CH2:27][CH2:26][CH2:25]2)=[O:22])[C:4](=[O:36])[NH:3]1, predict the reactants needed to synthesize it. The reactants are: [CH3:1][C:2]1([CH3:37])[CH2:7][N:6]([S:8]([C:11]2[C:16]([CH3:17])=[CH:15][C:14]([CH3:18])=[CH:13][C:12]=2[CH3:19])(=[O:10])=[O:9])[CH:5]([CH2:20][C:21]([NH:23][C@H:24]2[C:33]3[C:28](=[CH:29][C:30]([CH2:34][OH:35])=[CH:31][CH:32]=3)[CH2:27][CH2:26][CH2:25]2)=[O:22])[C:4](=[O:36])[NH:3]1.